From a dataset of Forward reaction prediction with 1.9M reactions from USPTO patents (1976-2016). Predict the product of the given reaction. (1) Given the reactants F[C:2]1[CH:3]=[CH:4][C:5]([N+:10]([O-:12])=[O:11])=[C:6]([O:8][CH3:9])[CH:7]=1.[N:13]1([C:19]([O:21][C:22]([CH3:25])([CH3:24])[CH3:23])=[O:20])[CH2:18][CH2:17][NH:16][CH2:15][CH2:14]1.C(=O)([O-])[O-].[K+].[K+], predict the reaction product. The product is: [CH3:9][O:8][C:6]1[CH:7]=[C:2]([N:16]2[CH2:15][CH2:14][N:13]([C:19]([O:21][C:22]([CH3:25])([CH3:24])[CH3:23])=[O:20])[CH2:18][CH2:17]2)[CH:3]=[CH:4][C:5]=1[N+:10]([O-:12])=[O:11]. (2) Given the reactants O[CH2:2][C:3]1[CH:4]=[C:5]([CH:10]=[CH:11][CH:12]=1)[O:6][CH2:7][C:8]#[N:9].[Cl:13][C:14]1[S:18][C:17]([C:19]([NH:21][C:22]2[CH:30]=[CH:29][CH:28]=[C:27]3[C:23]=2[C:24](=[O:32])[NH:25][C:26]3=[O:31])=[O:20])=[CH:16][CH:15]=1.C1(P(C2C=CC=CC=2)C2C=CC=CC=2)C=CC=CC=1.N(C(OCC)=O)=NC(OCC)=O, predict the reaction product. The product is: [Cl:13][C:14]1[S:18][C:17]([C:19]([NH:21][C:22]2[CH:30]=[CH:29][CH:28]=[C:27]3[C:23]=2[C:24](=[O:32])[N:25]([CH2:2][C:3]2[CH:12]=[CH:11][CH:10]=[C:5]([O:6][CH2:7][C:8]#[N:9])[CH:4]=2)[C:26]3=[O:31])=[O:20])=[CH:16][CH:15]=1. (3) Given the reactants [C:1]([O:5][C:6](=[O:27])[NH:7][C@H:8]([CH2:25][OH:26])[CH2:9][C:10]1[CH:15]=[CH:14][C:13]([O:16][C:17]2[C:22]([CH:23]=[O:24])=[CH:21][CH:20]=[CH:19][N:18]=2)=[CH:12][CH:11]=1)([CH3:4])([CH3:3])[CH3:2].[BH4-].[Na+], predict the reaction product. The product is: [C:1]([O:5][C:6](=[O:27])[NH:7][C@H:8]([CH2:25][OH:26])[CH2:9][C:10]1[CH:11]=[CH:12][C:13]([O:16][C:17]2[C:22]([CH2:23][OH:24])=[CH:21][CH:20]=[CH:19][N:18]=2)=[CH:14][CH:15]=1)([CH3:2])([CH3:4])[CH3:3].